From a dataset of Full USPTO retrosynthesis dataset with 1.9M reactions from patents (1976-2016). Predict the reactants needed to synthesize the given product. Given the product [C:18]([C:7]1[C:2]([OH:1])=[C:3]([NH:9][C:10](=[O:17])[C:11]2[CH:12]=[CH:13][CH:14]=[CH:15][CH:16]=2)[C:4]([OH:8])=[C:5]([C:11]([CH3:16])([CH3:12])[CH3:10])[CH:6]=1)([CH3:21])([CH3:20])[CH3:19], predict the reactants needed to synthesize it. The reactants are: [OH:1][C:2]1[CH:7]=[CH:6][CH:5]=[C:4]([OH:8])[C:3]=1[NH:9][C:10](=[O:17])[C:11]1[CH:16]=[CH:15][CH:14]=[CH:13][CH:12]=1.[C:18](O)([CH3:21])([CH3:20])[CH3:19].